This data is from Reaction yield outcomes from USPTO patents with 853,638 reactions. The task is: Predict the reaction yield, written as a fraction of the theoretical maximum amount of product (1.0 means a 100% yield; for example, 0.34 means a 34% yield). (1) The reactants are [Cl:1][C:2]1[CH:11]=[CH:10][CH:9]=[C:8]2[C:3]=1[C:4](=[O:21])[N:5]([C:14]1[CH:19]=[CH:18][CH:17]=[CH:16][C:15]=1[F:20])[C:6]([CH2:12]Cl)=[N:7]2.[N:22]1[C:30]([NH2:31])=[C:29]2[C:25]([N:26]=[CH:27][NH:28]2)=[N:24][CH:23]=1.C([O-])([O-])=O.[K+].[K+]. The catalyst is CN(C=O)C. The product is [NH2:31][C:30]1[N:22]=[CH:23][N:24]=[C:25]2[C:29]=1[N:28]=[CH:27][N:26]2[CH2:12][C:6]1[N:5]([C:14]2[CH:19]=[CH:18][CH:17]=[CH:16][C:15]=2[F:20])[C:4](=[O:21])[C:3]2[C:8](=[CH:9][CH:10]=[CH:11][C:2]=2[Cl:1])[N:7]=1. The yield is 0.500. (2) The reactants are [CH3:1][C:2]([CH3:26])([O:4][C:5]([N:7]1[CH2:12][CH2:11][N:10]([CH:13]2[CH2:18][CH2:17][N:16](CC3C=CC=CC=3)[CH2:15][CH2:14]2)[CH2:9][CH2:8]1)=[O:6])[CH3:3]. The catalyst is [OH-].[OH-].[Pd+2]. The product is [CH3:3][C:2]([CH3:26])([O:4][C:5]([N:7]1[CH2:12][CH2:11][N:10]([CH:13]2[CH2:14][CH2:15][NH:16][CH2:17][CH2:18]2)[CH2:9][CH2:8]1)=[O:6])[CH3:1]. The yield is 0.797.